This data is from NCI-60 drug combinations with 297,098 pairs across 59 cell lines. The task is: Regression. Given two drug SMILES strings and cell line genomic features, predict the synergy score measuring deviation from expected non-interaction effect. (1) Drug 1: CCC(=C(C1=CC=CC=C1)C2=CC=C(C=C2)OCCN(C)C)C3=CC=CC=C3.C(C(=O)O)C(CC(=O)O)(C(=O)O)O. Drug 2: CCC1(CC2CC(C3=C(CCN(C2)C1)C4=CC=CC=C4N3)(C5=C(C=C6C(=C5)C78CCN9C7C(C=CC9)(C(C(C8N6C)(C(=O)OC)O)OC(=O)C)CC)OC)C(=O)OC)O.OS(=O)(=O)O. Cell line: KM12. Synergy scores: CSS=27.6, Synergy_ZIP=9.12, Synergy_Bliss=13.0, Synergy_Loewe=8.65, Synergy_HSA=8.66. (2) Drug 1: C1CCC(C1)C(CC#N)N2C=C(C=N2)C3=C4C=CNC4=NC=N3. Drug 2: CC1OCC2C(O1)C(C(C(O2)OC3C4COC(=O)C4C(C5=CC6=C(C=C35)OCO6)C7=CC(=C(C(=C7)OC)O)OC)O)O. Cell line: NCI-H460. Synergy scores: CSS=46.7, Synergy_ZIP=3.82, Synergy_Bliss=3.93, Synergy_Loewe=-18.8, Synergy_HSA=3.90. (3) Drug 1: CCCS(=O)(=O)NC1=C(C(=C(C=C1)F)C(=O)C2=CNC3=C2C=C(C=N3)C4=CC=C(C=C4)Cl)F. Drug 2: N.N.Cl[Pt+2]Cl. Cell line: BT-549. Synergy scores: CSS=-2.19, Synergy_ZIP=1.26, Synergy_Bliss=1.17, Synergy_Loewe=-1.60, Synergy_HSA=-1.41. (4) Drug 1: CC1C(C(CC(O1)OC2CC(CC3=C2C(=C4C(=C3O)C(=O)C5=C(C4=O)C(=CC=C5)OC)O)(C(=O)C)O)N)O.Cl. Drug 2: CN(C)C1=NC(=NC(=N1)N(C)C)N(C)C. Cell line: SF-295. Synergy scores: CSS=32.8, Synergy_ZIP=8.26, Synergy_Bliss=3.05, Synergy_Loewe=5.49, Synergy_HSA=4.85. (5) Drug 1: C1=NC2=C(N1)C(=S)N=C(N2)N. Drug 2: CCC1(C2=C(COC1=O)C(=O)N3CC4=CC5=C(C=CC(=C5CN(C)C)O)N=C4C3=C2)O.Cl. Cell line: PC-3. Synergy scores: CSS=24.4, Synergy_ZIP=-11.5, Synergy_Bliss=-3.76, Synergy_Loewe=-7.53, Synergy_HSA=-2.31. (6) Drug 1: CCCCCOC(=O)NC1=NC(=O)N(C=C1F)C2C(C(C(O2)C)O)O. Drug 2: C1=NC2=C(N=C(N=C2N1C3C(C(C(O3)CO)O)F)Cl)N. Cell line: RXF 393. Synergy scores: CSS=-2.01, Synergy_ZIP=0.863, Synergy_Bliss=-1.04, Synergy_Loewe=-2.14, Synergy_HSA=-2.83.